Dataset: Catalyst prediction with 721,799 reactions and 888 catalyst types from USPTO. Task: Predict which catalyst facilitates the given reaction. (1) Reactant: [F:1][C:2]([F:21])([F:20])[C@@H:3]1[CH2:7][N:6]([C:8]([O:10][C:11]([CH3:14])([CH3:13])[CH3:12])=[O:9])[CH2:5][C@H:4]1[C:15]([O:17]CC)=[O:16].[Li+].[OH-].O.C1COCC1. Product: [C:11]([O:10][C:8]([N:6]1[CH2:7][C@@H:3]([C:2]([F:21])([F:1])[F:20])[C@H:4]([C:15]([OH:17])=[O:16])[CH2:5]1)=[O:9])([CH3:14])([CH3:12])[CH3:13]. The catalyst class is: 5. (2) Reactant: [NH2:1][C:2]1[CH:3]=[C:4]([OH:9])[CH:5]=[CH:6][C:7]=1[Cl:8].[CH3:10][N:11]1[C:15]([C:16](Cl)=[O:17])=[CH:14][C:13]([CH3:19])=[N:12]1. Product: [Cl:8][C:7]1[CH:6]=[CH:5][C:4]([OH:9])=[CH:3][C:2]=1[NH:1][C:16]([C:15]1[N:11]([CH3:10])[N:12]=[C:13]([CH3:19])[CH:14]=1)=[O:17]. The catalyst class is: 80. (3) Reactant: [CH3:1][O:2][C:3]1[CH:4]=[C:5]2[C:10](=[CH:11][C:12]=1[O:13][CH3:14])[N:9]=[CH:8][CH:7]=[C:6]2[O:15][C:16]1[CH:22]=[CH:21][C:19]([NH2:20])=[CH:18][CH:17]=1.C(N(CC)CC)C.ClC(Cl)(O[C:34](=[O:40])OC(Cl)(Cl)Cl)Cl.Cl.[Br:43][C:44]1[CH:45]=[C:46]([C@@H:50]([NH2:52])[CH3:51])[CH:47]=[CH:48][CH:49]=1. Product: [Br:43][C:44]1[CH:45]=[C:46]([C@@H:50]([NH:52][C:34]([NH:20][C:19]2[CH:21]=[CH:22][C:16]([O:15][C:6]3[C:5]4[C:10](=[CH:11][C:12]([O:13][CH3:14])=[C:3]([O:2][CH3:1])[CH:4]=4)[N:9]=[CH:8][CH:7]=3)=[CH:17][CH:18]=2)=[O:40])[CH3:51])[CH:47]=[CH:48][CH:49]=1. The catalyst class is: 22. (4) Reactant: [CH3:1][C:2]1[CH:7]=[CH:6][C:5]([C:8]2[N:12]=[C:11]([CH2:13][CH2:14][C:15](=[O:17])[CH3:16])[O:10][N:9]=2)=[CH:4][C:3]=1[NH:18][C:19]([C:21]1[N:25]2[CH:26]=[CH:27][CH:28]=[CH:29][C:24]2=[N:23][CH:22]=1)=[O:20].CCCC[N+](CCCC)(CCCC)CCCC.[F-].[F:48][C:49]([Si](C)(C)C)([F:51])[F:50]. The catalyst class is: 1. Product: [CH3:1][C:2]1[CH:7]=[CH:6][C:5]([C:8]2[N:12]=[C:11]([CH2:13][CH2:14][C:15]([OH:17])([CH3:16])[C:49]([F:51])([F:50])[F:48])[O:10][N:9]=2)=[CH:4][C:3]=1[NH:18][C:19]([C:21]1[N:25]2[CH:26]=[CH:27][CH:28]=[CH:29][C:24]2=[N:23][CH:22]=1)=[O:20]. (5) Reactant: [C:1]([C:9]1[CH:14]=[C:13]([Cl:15])[CH:12]=[CH:11][C:10]=1[NH:16][S:17]([C:20]([F:23])([F:22])[F:21])(=[O:19])=[O:18])(=O)[C:2]1[CH:7]=[CH:6][CH:5]=[CH:4][CH:3]=1.Cl.[Cl:25][C:26]1[CH:27]=[C:28]([CH:32]=[CH:33][C:34]=1[Cl:35])[CH2:29][O:30][NH2:31].CC([O-])=O.[Na+]. Product: [Cl:15][C:13]1[CH:12]=[CH:11][C:10]([NH:16][S:17]([C:20]([F:23])([F:22])[F:21])(=[O:19])=[O:18])=[C:9]([C:1](=[N:31][O:30][CH2:29][C:28]2[CH:32]=[CH:33][C:34]([Cl:35])=[C:26]([Cl:25])[CH:27]=2)[C:2]2[CH:7]=[CH:6][CH:5]=[CH:4][CH:3]=2)[CH:14]=1. The catalyst class is: 14. (6) Reactant: C(P(=O)(OCC)OCC)#N.C(N(CC)CC)C.[Cl:18][C:19]1[CH:20]=[CH:21][C:22]2[N:28]([CH2:29][C:30]([CH3:34])([CH3:33])[CH2:31][OH:32])[C:27](=O)[C@@H:26]([CH2:36][C:37](O)=[O:38])[O:25][C@H:24]([C:40]3[CH:45]=[CH:44][CH:43]=[C:42]([O:46][CH3:47])[C:41]=3[O:48][CH3:49])[C:23]=2[CH:50]=1.Cl.[CH2:52]([O:54][C:55](=[O:62])[C@H:56]([CH2:58][CH:59]([CH3:61])[CH3:60])[NH2:57])[CH3:53]. Product: [CH2:52]([O:54][C:55](=[O:62])[C@H:56]([CH2:58][CH:59]([CH3:61])[CH3:60])[NH:57][C:37](=[O:38])[CH2:36][C@H:26]1[O:25][C@H:24]([C:40]2[CH:45]=[CH:44][CH:43]=[C:42]([O:46][CH3:47])[C:41]=2[O:48][CH3:49])[C:23]2[CH:50]=[C:19]([Cl:18])[CH:20]=[CH:21][C:22]=2[N:28]([CH2:29][C:30]([CH3:33])([CH3:34])[CH2:31][OH:32])[CH2:27]1)[CH3:53]. The catalyst class is: 42.